This data is from Reaction yield outcomes from USPTO patents with 853,638 reactions. The task is: Predict the reaction yield, written as a fraction of the theoretical maximum amount of product (1.0 means a 100% yield; for example, 0.34 means a 34% yield). (1) The reactants are [C:1]([OH:5])(=[O:4])[CH:2]=[CH2:3].[NH2:6][C:7]1[CH:12]=[CH:11][C:10](Br)=[CH:9][N:8]=1.C([O-])([O-])=O.[Na+].[Na+]. The catalyst is O.Cl[Pd]Cl. The product is [NH2:6][C:7]1[N:8]=[CH:9][C:10](/[CH:3]=[CH:2]/[C:1]([OH:5])=[O:4])=[CH:11][CH:12]=1. The yield is 0.620. (2) The reactants are Cl[CH:2](Cl)[CH3:3].P(Cl)(Cl)(Cl)=[O:6].[CH3:10][C:11]1[NH:12]C=[C:14]([CH3:16])[CH:15]=1. The catalyst is CN(C)C=O. The product is [CH3:10][C:11]1[NH:12][C:2]([CH:3]=[O:6])=[C:14]([CH3:16])[CH:15]=1. The yield is 0.900. (3) The reactants are [F:1][C:2]([F:21])([F:20])[C:3]([F:19])([F:18])[CH2:4][CH2:5][CH2:6]OS(C1C=CC(C)=CC=1)(=O)=O.[Li+].[Br-].[O-:24][S:25]([O-:27])=O.[Na+].[Na+].S(Cl)([Cl:32])=O.C([O-])(O)=O.[Na+]. The catalyst is CC(C)=O.O.CN(C=O)C. The product is [F:19][C:3]([F:18])([C:2]([F:1])([F:20])[F:21])[CH2:4][CH2:5][CH2:6][S:25]([Cl:32])(=[O:27])=[O:24]. The yield is 0.340. (4) The reactants are [CH3:1][C:2]([C:5]1[CH:6]=[C:7](SC(S[C:7]2[CH:8]=[C:9]([C:12]([CH3:15])([CH3:14])[CH3:13])[C:10]([OH:11])=[C:5]([C:2]([CH3:1])([CH3:3])[CH3:4])[CH:6]=2)(C)C)[CH:8]=[C:9]([C:12]([CH3:15])([CH3:14])[CH3:13])[C:10]=1[OH:11])([CH3:4])[CH3:3].[H-].[Na+].[Cl-]. The catalyst is C1COCC1. The product is [C:12]([C:9]1[CH:8]=[CH:7][CH:6]=[C:5]([C:2]([CH3:4])([CH3:3])[CH3:1])[C:10]=1[OH:11])([CH3:15])([CH3:14])[CH3:13]. The yield is 0.330. (5) The reactants are [CH2:1]([C:5]1[N:6]=[C:7]([CH2:27][CH:28]2[CH2:30][CH2:29]2)[NH:8][C:9](=[O:26])[C:10]=1[CH2:11][C:12]1[CH:17]=[CH:16][C:15]([C:18]2[C:19]([C:24]#[N:25])=[CH:20][CH:21]=[CH:22][CH:23]=2)=[CH:14][CH:13]=1)[CH2:2][CH2:3][CH3:4].[O:31]1[C:35]2[CH:36]=[CH:37][C:38](B(O)O)=[CH:39][C:34]=2[CH2:33][CH2:32]1.N1C=CC=CC=1.C(N(CC)CC)C. The catalyst is C(OCC)(=O)C.C([O-])(=O)C.[Cu+2].C([O-])(=O)C.ClCCl. The product is [CH2:1]([C:5]1[N:6]=[C:7]([CH2:27][CH:28]2[CH2:29][CH2:30]2)[N:8]([C:38]2[CH:37]=[CH:36][C:35]3[O:31][CH2:32][CH2:33][C:34]=3[CH:39]=2)[C:9](=[O:26])[C:10]=1[CH2:11][C:12]1[CH:17]=[CH:16][C:15]([C:18]2[C:19]([C:24]#[N:25])=[CH:20][CH:21]=[CH:22][CH:23]=2)=[CH:14][CH:13]=1)[CH2:2][CH2:3][CH3:4]. The yield is 0.760. (6) The reactants are [F:1][C:2]1[C:7]([O:8][CH3:9])=[CH:6][CH:5]=[C:4]([F:10])[C:3]=1[C:11]1[N:16]=[C:15]([C:17]([OH:19])=O)[CH:14]=[CH:13][C:12]=1[F:20].[NH2:21][C:22]1[C:23]([N:31]2[CH2:36][C@H:35]([CH3:37])[C@@H:34]([O:38][Si](C(C)(C)C)(C)C)[C@H:33]([NH:46]C(=O)OC(C)(C)C)[CH2:32]2)=[C:24]2[CH2:30][CH2:29][O:28][C:25]2=[N:26][CH:27]=1.CN(C(ON1N=NC2C=CC=NC1=2)=[N+](C)C)C.F[P-](F)(F)(F)(F)F.CN(C=O)C. The product is [NH2:46][C@H:33]1[C@H:34]([OH:38])[C@@H:35]([CH3:37])[CH2:36][N:31]([C:23]2[C:22]([NH:21][C:17]([C:15]3[CH:14]=[CH:13][C:12]([F:20])=[C:11]([C:3]4[C:4]([F:10])=[CH:5][CH:6]=[C:7]([O:8][CH3:9])[C:2]=4[F:1])[N:16]=3)=[O:19])=[CH:27][N:26]=[C:25]3[O:28][CH2:29][CH2:30][C:24]=23)[CH2:32]1. No catalyst specified. The yield is 0.320. (7) The reactants are [CH2:1]([N:8]1[CH2:12][CH2:11]OC1=O)[C:2]1[CH:7]=[CH:6][CH:5]=[CH:4][CH:3]=1.[ClH:14].[CH:15]([C:18]1[CH:24]=[CH:23][C:21]([NH2:22])=[CH:20][CH:19]=1)([CH3:17])[CH3:16].C(OCC)(=O)C. The catalyst is COCCOCCO. The product is [ClH:14].[CH2:1]([NH:8][CH2:12][CH2:11][NH:22][C:21]1[CH:23]=[CH:24][C:18]([CH:15]([CH3:17])[CH3:16])=[CH:19][CH:20]=1)[C:2]1[CH:3]=[CH:4][CH:5]=[CH:6][CH:7]=1. The yield is 0.380.